Dataset: Clinical trial toxicity outcomes and FDA approval status for drugs. Task: Regression/Classification. Given a drug SMILES string, predict its toxicity properties. Task type varies by dataset: regression for continuous values (e.g., LD50, hERG inhibition percentage) or binary classification for toxic/non-toxic outcomes (e.g., AMES mutagenicity, cardiotoxicity, hepatotoxicity). Dataset: clintox. (1) The compound is CCOP(=O)(OCC)SCC[N+](C)(C)C. The result is 0 (passed clinical trial). (2) The result is 0 (passed clinical trial). The drug is O=C1CN=C(c2ccccc2)c2cc(Cl)ccc2N1CC(F)(F)F. (3) The compound is CCCCCCCCCC(=O)O[C@H]1CC[C@H]2[C@@H]3CCC4=CC(=O)CC[C@@H]4[C@H]3CC[C@]12C. The result is 0 (passed clinical trial). (4) The molecule is O=C([O-])CN(CCN(CC(=O)[O-])C(COCc1ccccc1)C(=O)[O-])CC[NH+](CC(=O)[O-])CC(=O)[O-]. The result is 0 (passed clinical trial).